From a dataset of Full USPTO retrosynthesis dataset with 1.9M reactions from patents (1976-2016). Predict the reactants needed to synthesize the given product. (1) Given the product [Br:8][C:4]1[CH:5]=[CH:6][CH:7]=[C:2]([O:9][CH2:10][CH3:11])[N:3]=1, predict the reactants needed to synthesize it. The reactants are: Br[C:2]1[CH:7]=[CH:6][CH:5]=[C:4]([Br:8])[N:3]=1.[O-:9][CH2:10][CH3:11].[Na+].C(=O)(O)[O-].[Na+]. (2) Given the product [CH3:1][C:2]1[CH:7]=[C:6]([N:8]2[CH2:12][CH2:11][CH:10]([CH2:13][N:14]3[CH2:18][CH2:17][CH2:16][CH:15]3[CH3:19])[CH2:9]2)[CH:5]=[CH:4][C:3]=1[NH:20][C:30]([C:28]1[O:29][C:25]2[CH:24]=[C:23]([O:22][CH3:21])[CH:34]=[CH:33][C:26]=2[CH:27]=1)=[O:31], predict the reactants needed to synthesize it. The reactants are: [CH3:1][C:2]1[CH:7]=[C:6]([N:8]2[CH2:12][CH2:11][CH:10]([CH2:13][N:14]3[CH2:18][CH2:17][CH2:16][CH:15]3[CH3:19])[CH2:9]2)[CH:5]=[CH:4][C:3]=1[NH2:20].[CH3:21][O:22][C:23]1[CH:34]=[CH:33][C:26]2[CH:27]=[C:28]([C:30](O)=[O:31])[O:29][C:25]=2[CH:24]=1. (3) Given the product [NH2:42][CH2:41][C:39]1[CH:38]=[N:37][N:36]([CH2:35][C@@H:27]2[C@H:26]([NH:25][C:23](=[O:24])/[C:22](=[N:21]\[O:20][C:17]3([C:15]([OH:16])=[O:14])[CH2:18][CH2:19]3)/[C:50]3[N:51]=[C:52]([NH2:55])[S:53][CH:54]=3)[C:29](=[O:30])[N:28]2[S:31]([OH:34])(=[O:33])=[O:32])[N:40]=1, predict the reactants needed to synthesize it. The reactants are: C([O:14][C:15]([C:17]1([O:20]/[N:21]=[C:22](/[C:50]2[N:51]=[C:52]([NH:55]C(OC(C)(C)C)=O)[S:53][CH:54]=2)\[C:23]([NH:25][C@@H:26]2[C:29](=[O:30])[N:28]([S:31]([OH:34])(=[O:33])=[O:32])[C@@H:27]2[CH2:35][N:36]2[N:40]=[C:39]([CH2:41][NH:42]C(OC(C)(C)C)=O)[CH:38]=[N:37]2)=[O:24])[CH2:19][CH2:18]1)=[O:16])(C1C=CC=CC=1)C1C=CC=CC=1.C(O)(C(F)(F)F)=O. (4) The reactants are: FC(F)(F)S(O[C:7]1[CH2:12][CH2:11][N:10]([C:13]([O:15][C:16]([CH3:19])([CH3:18])[CH3:17])=[O:14])[CH2:9][CH:8]=1)(=O)=O.[B:22]1([B:22]2[O:26][C:25]([CH3:28])([CH3:27])[C:24]([CH3:30])([CH3:29])[O:23]2)[O:26][C:25]([CH3:28])([CH3:27])[C:24]([CH3:30])([CH3:29])[O:23]1.C([O-])(=O)C.[K+]. Given the product [CH3:29][C:24]1([CH3:30])[C:25]([CH3:28])([CH3:27])[O:26][B:22]([C:7]2[CH2:12][CH2:11][N:10]([C:13]([O:15][C:16]([CH3:19])([CH3:18])[CH3:17])=[O:14])[CH2:9][CH:8]=2)[O:23]1, predict the reactants needed to synthesize it. (5) Given the product [OH:13][CH2:12][C:10]1[S:11][C:7]([C:2](=[O:3])[CH3:1])=[CH:8][CH:9]=1, predict the reactants needed to synthesize it. The reactants are: [CH3:1][C:2]1([C:7]2[S:11][C:10]([CH2:12][OH:13])=[CH:9][CH:8]=2)OCC[O:3]1.Cl.C(=O)([O-])O.[Na+].